Task: Binary Classification. Given a drug SMILES string, predict its activity (active/inactive) in a high-throughput screening assay against a specified biological target.. Dataset: Tyrosyl-DNA phosphodiesterase HTS with 341,365 compounds (1) The compound is Clc1ccc(C(NC(=O)N)CC(OCC(=O)c2c(n(c(c2)C)C)C)=O)cc1. The result is 0 (inactive). (2) The compound is O(C(=O)NCCc1ccccc1)c1ccc(OC)cc1. The result is 0 (inactive). (3) The compound is OC12C(C(N(CC1)CC(=O)NCCCC)c1c(OC)cccc1)CCCC2. The result is 0 (inactive). (4) The drug is Clc1cc2c3c([nH]c2cc1)C1(N(CC3)C(=O)C(CC1C(=O)N1CCCCC1)CC(=O)NCCC=1CCCCC1)C. The result is 0 (inactive). (5) The compound is S(=O)(=O)(NCCC(=O)N1CCN(CC1)c1ncccc1)c1cc2CCN(c2cc1)C(=O)CC. The result is 0 (inactive). (6) The molecule is S=C(N(CCCN1CCOCC1)Cc1c2c(n(c1)C)cccc2)Nc1cc(OC)ccc1. The result is 0 (inactive). (7) The molecule is Clc1ccc(S(=O)(=O)N2CCC(CC2)C(=O)NC(Cc2c3c([nH]c2)cccc3)C(O)=O)cc1. The result is 0 (inactive). (8) The molecule is s1c(/C=C\C(=O)N2CCCCC2)ccc1. The result is 0 (inactive). (9) The molecule is O=C1NCCNC1CC(=O)Nc1ccccc1. The result is 0 (inactive).